This data is from Reaction yield outcomes from USPTO patents with 853,638 reactions. The task is: Predict the reaction yield, written as a fraction of the theoretical maximum amount of product (1.0 means a 100% yield; for example, 0.34 means a 34% yield). (1) The reactants are [F:1][C:2]1[CH:7]=[C:6]([F:8])[CH:5]=[CH:4][C:3]=1[N:9]1[C:13]([C:14]2[S:23][C:22]3[C:21]4[N:24]=[C:25]([N:28]5[CH2:33][CH2:32][NH:31][CH2:30][CH2:29]5)[CH:26]=[CH:27][C:20]=4[O:19][CH2:18][CH2:17][C:16]=3[CH:15]=2)=[N:12][CH:11]=[N:10]1.CN(C(ON1N=NC2C=[CH:46][CH:47]=NC1=2)=[N+](C)C)C.F[P-](F)(F)(F)(F)F.CCN(C(C)C)C(C)C.[OH-:67].[Na+].CN([CH:72]=[O:73])C. The catalyst is C1COCC1.O. The product is [F:1][C:2]1[CH:7]=[C:6]([F:8])[CH:5]=[CH:4][C:3]=1[N:9]1[C:13]([C:14]2[S:23][C:22]3[C:21]4[N:24]=[C:25]([N:28]5[CH2:29][CH2:30][N:31]([C:72](=[O:73])[C@@H:46]([OH:67])[CH3:47])[CH2:32][CH2:33]5)[CH:26]=[CH:27][C:20]=4[O:19][CH2:18][CH2:17][C:16]=3[CH:15]=2)=[N:12][CH:11]=[N:10]1. The yield is 0.400. (2) The catalyst is O1CCOCC1.C1C=CC(/C=C/C(/C=C/C2C=CC=CC=2)=O)=CC=1.C1C=CC(/C=C/C(/C=C/C2C=CC=CC=2)=O)=CC=1.C1C=CC(/C=C/C(/C=C/C2C=CC=CC=2)=O)=CC=1.[Pd].[Pd]. The yield is 0.542. The product is [C:1]([N:4]1[C:13]2[C:8](=[CH:9][C:10]([CH:14]3[CH2:15][CH2:16][N:17]([C:20]([O:22][C:23]([CH3:26])([CH3:25])[CH3:24])=[O:21])[CH2:18][CH2:19]3)=[CH:11][CH:12]=2)[C@H:7]([NH:27][C:95]2[CH:100]=[CH:99][C:98]([F:101])=[CH:97][N:96]=2)[C@@H:6]([CH3:28])[C@@H:5]1[CH3:29])(=[O:3])[CH3:2]. The reactants are [C:1]([N:4]1[C:13]2[C:8](=[CH:9][C:10]([CH:14]3[CH2:19][CH2:18][N:17]([C:20]([O:22][C:23]([CH3:26])([CH3:25])[CH3:24])=[O:21])[CH2:16][CH2:15]3)=[CH:11][CH:12]=2)[C@H:7]([NH2:27])[C@@H:6]([CH3:28])[C@@H:5]1[CH3:29])(=[O:3])[CH3:2].C(N1C2C(=CC(C3CCN(C(OC(C)(C)C)=O)CC3)=CC=2)[C@H](NC2C=NC(C)=CN=2)[C@@H](C)[C@@H]1C)(=O)C.CN(C1C(C2C(P(C3CCCCC3)C3CCCCC3)=CC=CC=2)=CC=CC=1)C.Br[C:95]1[CH:100]=[CH:99][C:98]([F:101])=[CH:97][N:96]=1.CC(C)([O-])C.[Na+]. (3) The reactants are [Cl:1][C:2]1[CH:3]=[C:4]2[C:9](=[CH:10][C:11]=1[O:12][C:13]1[CH:18]=[CH:17][C:16]([C:19](=[O:32])[NH:20][CH2:21][CH2:22]/[CH:23]=[CH:24]\[C:25]3[CH:30]=[CH:29][CH:28]=[CH:27][C:26]=3[Cl:31])=[CH:15][CH:14]=1)[O:8][CH2:7][CH2:6][CH:5]2[C:33]([O-:35])=[O:34].[Na+:36].[H][H]. The catalyst is CO.[Pt](=O)=O. The product is [Cl:1][C:2]1[CH:3]=[C:4]2[C:9](=[CH:10][C:11]=1[O:12][C:13]1[CH:14]=[CH:15][C:16]([C:19](=[O:32])[NH:20][CH2:21][CH2:22][CH2:23][CH2:24][C:25]3[CH:30]=[CH:29][CH:28]=[CH:27][C:26]=3[Cl:31])=[CH:17][CH:18]=1)[O:8][CH2:7][CH2:6][CH:5]2[C:33]([O-:35])=[O:34].[Na+:36]. The yield is 0.870. (4) The reactants are Br.Br[CH2:3][C:4]([C:6]1[CH:11]=[CH:10][N:9]=[CH:8][CH:7]=1)=O.[CH2:12]([C:14]1[CH:15]=[C:16]([NH:20][C:21]([NH2:23])=[S:22])[CH:17]=[CH:18][CH:19]=1)[CH3:13].N. The catalyst is CCO.O. The product is [CH2:12]([C:14]1[CH:15]=[C:16]([NH:20][C:21]2[S:22][CH:3]=[C:4]([C:6]3[CH:11]=[CH:10][N:9]=[CH:8][CH:7]=3)[N:23]=2)[CH:17]=[CH:18][CH:19]=1)[CH3:13]. The yield is 0.950.